This data is from Experimentally validated miRNA-target interactions with 360,000+ pairs, plus equal number of negative samples. The task is: Binary Classification. Given a miRNA mature sequence and a target amino acid sequence, predict their likelihood of interaction. (1) The miRNA is hsa-miR-4663 with sequence AGCUGAGCUCCAUGGACGUGCAGU. The protein sequence of the target gene is MPPWGAALALILAVLALLGLLGPRLRGPWGRAVGERTLPGAQDRDDGEEADGGGPADQFSDGREPLPGGCSLVCKPSALAQCLLRALRRSEALEAGPRSWFSGPHLQTLCHFVLPVAPGPELAREYLQLADDGLVALDWVVGPCVRGRRITSAGGLPAVLLVIPNAWGRLTRNVLGLCLLALERGYYPVIFHRRGHHGCPLVSPRLQPFGDPSDLKEAVTYIRFRHPAAPLFAVSEGSGSALLLSYLGECGSSSYVTGAACISPVLRCREWFEAGLPWPYERGFLLHQKIALSRYATALE.... Result: 1 (interaction). (2) The miRNA is hsa-miR-32-5p with sequence UAUUGCACAUUACUAAGUUGCA. The protein sequence of the target gene is MFYAHFVLSKRGPLAKIWLAAHWDKKLTKAHVFECNLESSVESIISPKVKMALRTSGHLLLGVVRIYHRKAKYLLADCNEAFIKIKMAFRPGVVDLPEENREAAYNAITLPEEFHDFDQPLPDLDDIDVAQQFSLNQSRVEEITMREEVGNISILQENDFGDFGMDDREIMREGSAFEDDDMLVSTTTSNLLLESEQSTSNLNEKINHLEYEDQYKDDNFGEGNDGGILDDKLISNNDGGIFDDPPALSEAGVMLPEQPAHDDMDEDDNVSMGGPDSPDSVDPVEPMPTMTDQTTLVPNE.... Result: 1 (interaction). (3) The miRNA is ath-miR157a-5p with sequence UUGACAGAAGAUAGAGAGCAC. The protein sequence of the target gene is MDDLTLLDLLECPVCFEKLDVTAKVLPCQHTFCKPCLQRIFKAHKELRCPECRTLVFCSIEALPANLLLVRLLDGVRSGQSSWKGGSFRRPRILTLQDNRKAKSSPRSLQASPFRLVPSVRIHMDGVPRAKALCNYRGKNPGDLKFNKGDVILLRRQLDENWYQGEINGVSGIFPASSVEVIKQLPQPPPLCRALYNFDLRDKDKSENQDCLTFLKDDVITVISRVDENWAEGKLGDKVGIFPILFVEPNVSARHLLENKGHQLSRTRHLSLMSSPSRGKATNTSSLRKSPGSRRKGSGQ.... Result: 0 (no interaction).